Dataset: Forward reaction prediction with 1.9M reactions from USPTO patents (1976-2016). Task: Predict the product of the given reaction. (1) Given the reactants [CH:1]1([C@:4]2([C:11]#[N:12])[CH2:8][C@@H:7]([CH3:9])[NH:6][C:5]2=[O:10])[CH2:3][CH2:2]1.[H-].[Na+].[Br:15][C:16]1[CH:21]=[C:20](F)[CH:19]=[CH:18][N:17]=1.O, predict the reaction product. The product is: [Br:15][C:16]1[CH:21]=[C:20]([N:6]2[C@H:7]([CH3:9])[CH2:8][C@:4]([CH:1]3[CH2:2][CH2:3]3)([C:11]#[N:12])[C:5]2=[O:10])[CH:19]=[CH:18][N:17]=1. (2) Given the reactants ClCCl.[F:4][C:5]1[C:17]([N:18]2[C:22](=[O:23])[N:21]([CH3:24])[C:20]([CH3:25])=[N:19]2)=[CH:16][C:8]2[N:9]=[C:10]([S:12][CH2:13][CH2:14][CH3:15])[S:11][C:7]=2[CH:6]=1.ClC1C=C(C=CC=1)C(OO)=[O:31].[OH2:37], predict the reaction product. The product is: [F:4][C:5]1[C:17]([N:18]2[C:22](=[O:23])[N:21]([CH3:24])[C:20]([CH3:25])=[N:19]2)=[CH:16][C:8]2[N:9]=[C:10]([S:12]([CH2:13][CH2:14][CH3:15])(=[O:31])=[O:37])[S:11][C:7]=2[CH:6]=1. (3) Given the reactants [C:1]([C:3]1[CH:8]=[C:7]([CH3:9])[C:6]([CH2:10][CH2:11][C:12]([OH:14])=[O:13])=[C:5]([CH2:15][CH3:16])[CH:4]=1)#[N:2].CCN(CC)CC.Cl.[NH2:25][OH:26], predict the reaction product. The product is: [CH2:15]([C:5]1[CH:4]=[C:3]([C:1](=[NH:2])[NH:25][OH:26])[CH:8]=[C:7]([CH3:9])[C:6]=1[CH2:10][CH2:11][C:12]([OH:14])=[O:13])[CH3:16]. (4) Given the reactants [Br:1][C:2]1[CH:7]=[CH:6][C:5]([NH:8][C:9]2[CH:14]=[CH:13][C:12]([C:15]([C:17]3[CH:22]=[CH:21][CH:20]=[CH:19][C:18]=3[CH3:23])=[O:16])=[C:11]([Cl:24])[CH:10]=2)=[C:4]([CH2:25][O:26][CH2:27][CH2:28]O)[CH:3]=1.[CH3:30][N:31]1[CH2:37][C:35](=[O:36])[NH:34][C:32]1=[O:33], predict the reaction product. The product is: [Br:1][C:2]1[CH:7]=[CH:6][C:5]([NH:8][C:9]2[CH:14]=[CH:13][C:12]([C:15]([C:17]3[CH:22]=[CH:21][CH:20]=[CH:19][C:18]=3[CH3:23])=[O:16])=[C:11]([Cl:24])[CH:10]=2)=[C:4]([CH:3]=1)[CH2:25][O:26][CH2:27][CH2:28][N:34]1[C:35](=[O:36])[CH2:37][N:31]([CH3:30])[C:32]1=[O:33]. (5) Given the reactants C[Si]([C:5]#[CH:6])(C)C.C(N(CC)CC)C.I[C:15]1[C:23]2[C:18](=[N:19][CH:20]=[C:21]([C:24]3[CH:25]=[N:26][N:27]([CH3:29])[CH:28]=3)[CH:22]=2)[N:17]([C:30]([O:32][C:33]([CH3:36])([CH3:35])[CH3:34])=[O:31])[CH:16]=1.[CH2:37]([N:44]=[N+:45]=[N-:46])[C:38]1[CH:43]=[CH:42][CH:41]=[CH:40][CH:39]=1, predict the reaction product. The product is: [CH2:37]([N:44]1[CH:6]=[C:5]([C:15]2[C:23]3[C:18](=[N:19][CH:20]=[C:21]([C:24]4[CH:25]=[N:26][N:27]([CH3:29])[CH:28]=4)[CH:22]=3)[N:17]([C:30]([O:32][C:33]([CH3:36])([CH3:35])[CH3:34])=[O:31])[CH:16]=2)[N:46]=[N:45]1)[C:38]1[CH:43]=[CH:42][CH:41]=[CH:40][CH:39]=1. (6) Given the reactants [NH:1]([C:3]1[N:4]=[N:5][CH:6]=[C:7]([N:10]2[CH2:15][CH2:14][CH:13]([C:16]3[CH:21]=[CH:20][CH:19]=[CH:18][CH:17]=3)[CH2:12][CH2:11]2)[C:8]=1[CH3:9])[NH2:2].[CH:22]1([CH2:25][C:26](Cl)=[O:27])[CH2:24][CH2:23]1, predict the reaction product. The product is: [CH:22]1([CH2:25][C:26]([NH:2][NH:1][C:3]2[N:4]=[N:5][CH:6]=[C:7]([N:10]3[CH2:15][CH2:14][CH:13]([C:16]4[CH:21]=[CH:20][CH:19]=[CH:18][CH:17]=4)[CH2:12][CH2:11]3)[C:8]=2[CH3:9])=[O:27])[CH2:24][CH2:23]1.